This data is from Full USPTO retrosynthesis dataset with 1.9M reactions from patents (1976-2016). The task is: Predict the reactants needed to synthesize the given product. (1) Given the product [NH2:19][C:10]1[C:9]2[N:8]=[C:7]([CH2:20][O:21][CH2:22][CH3:23])[N:6]([NH:5][CH2:4][CH2:3][CH2:2][NH:1][C:31]([NH:30][C:24]3[CH:29]=[CH:28][CH:27]=[CH:26][CH:25]=3)=[O:32])[C:18]=2[C:17]2[CH:16]=[CH:15][CH:14]=[CH:13][C:12]=2[N:11]=1, predict the reactants needed to synthesize it. The reactants are: [NH2:1][CH2:2][CH2:3][CH2:4][NH:5][N:6]1[C:18]2[C:17]3[CH:16]=[CH:15][CH:14]=[CH:13][C:12]=3[N:11]=[C:10]([NH2:19])[C:9]=2[N:8]=[C:7]1[CH2:20][O:21][CH2:22][CH3:23].[C:24]1([N:30]=[C:31]=[O:32])[CH:29]=[CH:28][CH:27]=[CH:26][CH:25]=1.C(Cl)(Cl)Cl.CO. (2) Given the product [O:35]=[C:32]1[CH2:33][CH2:34][CH:29]([C:26]2[CH:25]=[CH:24][C:23]([O:22][CH2:21][CH2:20][CH2:19][N:7]3[CH2:12][CH2:11][CH2:10][CH2:9][CH2:8]3)=[CH:28][CH:27]=2)[CH2:30][CH2:31]1, predict the reactants needed to synthesize it. The reactants are: C(=O)([O-])[O-].[K+].[K+].[NH:7]1[CH2:12][CH2:11][CH2:10][CH2:9][CH2:8]1.CN(C)C=O.Cl[CH2:19][CH2:20][CH2:21][O:22][C:23]1[CH:28]=[CH:27][C:26]([CH:29]2[CH2:34][CH2:33][C:32](=[O:35])[CH2:31][CH2:30]2)=[CH:25][CH:24]=1. (3) Given the product [C:22]1([CH2:21][O:20][C:18]([NH:1][C@H:2]([C:15]([N:69]2[CH2:70][CH2:71][N:66]([C:63]3[CH:64]=[CH:65][N:60]=[CH:61][CH:62]=3)[CH2:67][CH2:68]2)=[O:17])[CH2:3][CH2:4][CH2:5][CH2:6][NH:7][C:8]([O:10][C:11]([CH3:12])([CH3:13])[CH3:14])=[O:9])=[O:19])[CH:27]=[CH:26][CH:25]=[CH:24][CH:23]=1, predict the reactants needed to synthesize it. The reactants are: [NH:1]([C:18]([O:20][CH2:21][C:22]1[CH:27]=[CH:26][CH:25]=[CH:24][CH:23]=1)=[O:19])[C@H:2]([C:15]([OH:17])=O)[CH2:3][CH2:4][CH2:5][CH2:6][NH:7][C:8]([O:10][C:11]([CH3:14])([CH3:13])[CH3:12])=[O:9].CN(C(ON1N=NC2C=CC=CC1=2)=[N+](C)C)C.[B-](F)(F)(F)F.C1C=CC2N(O)N=NC=2C=1.[N:60]1[CH:65]=[CH:64][C:63]([N:66]2[CH2:71][CH2:70][NH:69][CH2:68][CH2:67]2)=[CH:62][CH:61]=1.CCN(C(C)C)C(C)C. (4) Given the product [C:18]1([CH2:34][O:3][C@@H:2]2[C@H:4]([OH:5])[C@@H:6]([CH2:7][OH:8])[O:9][C@H:1]2[N:10]2[CH:17]=[CH:16][C:14]([NH2:15])=[N:13][C:11]2=[O:12])[C:31]2[C:32]3=[C:33]4[C:28](=[CH:29][CH:30]=2)[CH:27]=[CH:26][CH:25]=[C:24]4[CH:23]=[CH:22][C:21]3=[CH:20][CH:19]=1, predict the reactants needed to synthesize it. The reactants are: [C@@H:1]1([N:10]2[CH:17]=[CH:16][C:14]([NH2:15])=[N:13][C:11]2=[O:12])[O:9][C@H:6]([CH2:7][OH:8])[C@@H:4]([OH:5])[C@H:2]1[OH:3].[C:18]1([CH2:34]Cl)[C:31]2[C:32]3=[C:33]4[C:28](=[CH:29][CH:30]=2)[CH:27]=[CH:26][CH:25]=[C:24]4[CH:23]=[CH:22][C:21]3=[CH:20][CH:19]=1.[H-].[Na+]. (5) Given the product [CH3:29][S:24][C:22]1[O:23][C:19]([C:16]2[CH:17]=[CH:18][C:13]3[O:12][CH:11]=[C:10]([C:6]4[CH:7]=[CH:8][CH:9]=[C:4]([O:3][C:2]([F:1])([F:25])[F:26])[CH:5]=4)[C:14]=3[CH:15]=2)=[N:20][N:21]=1, predict the reactants needed to synthesize it. The reactants are: [F:1][C:2]([F:26])([F:25])[O:3][C:4]1[CH:5]=[C:6]([C:10]2[C:14]3[CH:15]=[C:16]([C:19]4[O:23][C:22]([SH:24])=[N:21][N:20]=4)[CH:17]=[CH:18][C:13]=3[O:12][CH:11]=2)[CH:7]=[CH:8][CH:9]=1.IC.[C:29](=O)([O-])[O-].[K+].[K+]. (6) The reactants are: C([O:5][C:6](=[O:39])[CH2:7][C@@H:8]([NH:16][C:17]([C:19]1[N:20]=[C:21]([C:37]#[N:38])[C:22]2[C:27]([C:28]=1[OH:29])=[CH:26][CH:25]=[C:24]([O:30][C:31]1[CH:36]=[CH:35][CH:34]=[CH:33][CH:32]=1)[CH:23]=2)=[O:18])[CH2:9][C:10]1[CH:15]=[CH:14][CH:13]=[CH:12][CH:11]=1)(C)(C)C.FC(F)(F)C(O)=O. Given the product [C:37]([C:21]1[C:22]2[C:27](=[CH:26][CH:25]=[C:24]([O:30][C:31]3[CH:32]=[CH:33][CH:34]=[CH:35][CH:36]=3)[CH:23]=2)[C:28]([OH:29])=[C:19]([C:17]([NH:16][C@@H:8]([CH2:9][C:10]2[CH:15]=[CH:14][CH:13]=[CH:12][CH:11]=2)[CH2:7][C:6]([OH:39])=[O:5])=[O:18])[N:20]=1)#[N:38], predict the reactants needed to synthesize it. (7) Given the product [Cl:1][C:2]1[CH:7]=[C:6]([C:8]2[N:11]=[C:18]([CH3:19])[O:10][N:9]=2)[C:5]([CH3:12])=[CH:4][C:3]=1[CH2:13][C:14]([O:16][CH3:17])=[O:15], predict the reactants needed to synthesize it. The reactants are: [Cl:1][C:2]1[CH:7]=[C:6]([C:8](=[NH:11])[NH:9][OH:10])[C:5]([CH3:12])=[CH:4][C:3]=1[CH2:13][C:14]([O:16][CH3:17])=[O:15].[CH3:18][C:19](OC(C)=O)=O.